From a dataset of NCI-60 drug combinations with 297,098 pairs across 59 cell lines. Regression. Given two drug SMILES strings and cell line genomic features, predict the synergy score measuring deviation from expected non-interaction effect. (1) Drug 1: C1CCC(C1)C(CC#N)N2C=C(C=N2)C3=C4C=CNC4=NC=N3. Drug 2: CC1C(C(CC(O1)OC2CC(CC3=C2C(=C4C(=C3O)C(=O)C5=C(C4=O)C(=CC=C5)OC)O)(C(=O)CO)O)N)O.Cl. Synergy scores: CSS=45.2, Synergy_ZIP=-3.71, Synergy_Bliss=-3.22, Synergy_Loewe=-1.55, Synergy_HSA=0.900. Cell line: KM12. (2) Drug 1: C1=CC(=CC=C1C#N)C(C2=CC=C(C=C2)C#N)N3C=NC=N3. Drug 2: C1C(C(OC1N2C=NC3=C2NC=NCC3O)CO)O. Cell line: HCT-15. Synergy scores: CSS=-9.93, Synergy_ZIP=0.580, Synergy_Bliss=-7.02, Synergy_Loewe=-9.77, Synergy_HSA=-13.5. (3) Drug 1: C1=CC(=CC=C1CCC2=CNC3=C2C(=O)NC(=N3)N)C(=O)NC(CCC(=O)O)C(=O)O. Drug 2: CCN(CC)CCCC(C)NC1=C2C=C(C=CC2=NC3=C1C=CC(=C3)Cl)OC. Cell line: A549. Synergy scores: CSS=48.2, Synergy_ZIP=6.70, Synergy_Bliss=9.99, Synergy_Loewe=-7.25, Synergy_HSA=11.1. (4) Drug 1: C1CC(=O)NC(=O)C1N2C(=O)C3=CC=CC=C3C2=O. Drug 2: CC(C)CN1C=NC2=C1C3=CC=CC=C3N=C2N. Cell line: UACC-257. Synergy scores: CSS=-2.09, Synergy_ZIP=4.12, Synergy_Bliss=3.95, Synergy_Loewe=-2.77, Synergy_HSA=-0.928. (5) Drug 1: CCC1=C2CN3C(=CC4=C(C3=O)COC(=O)C4(CC)O)C2=NC5=C1C=C(C=C5)O. Drug 2: CC1CCC2CC(C(=CC=CC=CC(CC(C(=O)C(C(C(=CC(C(=O)CC(OC(=O)C3CCCCN3C(=O)C(=O)C1(O2)O)C(C)CC4CCC(C(C4)OC)OCCO)C)C)O)OC)C)C)C)OC. Cell line: DU-145. Synergy scores: CSS=16.8, Synergy_ZIP=-2.15, Synergy_Bliss=-2.89, Synergy_Loewe=-26.6, Synergy_HSA=-1.21. (6) Drug 1: CCC1(CC2CC(C3=C(CCN(C2)C1)C4=CC=CC=C4N3)(C5=C(C=C6C(=C5)C78CCN9C7C(C=CC9)(C(C(C8N6C=O)(C(=O)OC)O)OC(=O)C)CC)OC)C(=O)OC)O.OS(=O)(=O)O. Drug 2: C1=NNC2=C1C(=O)NC=N2. Cell line: OVCAR-5. Synergy scores: CSS=3.67, Synergy_ZIP=-1.99, Synergy_Bliss=-2.40, Synergy_Loewe=0.640, Synergy_HSA=-0.970. (7) Drug 1: C1=NC(=NC(=O)N1C2C(C(C(O2)CO)O)O)N. Drug 2: COC1=C2C(=CC3=C1OC=C3)C=CC(=O)O2. Cell line: PC-3. Synergy scores: CSS=5.70, Synergy_ZIP=4.83, Synergy_Bliss=4.58, Synergy_Loewe=-5.14, Synergy_HSA=1.99. (8) Drug 1: CN(C)N=NC1=C(NC=N1)C(=O)N. Drug 2: C1=C(C(=O)NC(=O)N1)N(CCCl)CCCl. Cell line: U251. Synergy scores: CSS=34.6, Synergy_ZIP=-0.969, Synergy_Bliss=-0.0447, Synergy_Loewe=-12.1, Synergy_HSA=2.25. (9) Drug 1: COC1=C(C=C2C(=C1)N=CN=C2NC3=CC(=C(C=C3)F)Cl)OCCCN4CCOCC4. Drug 2: CC1CCC2CC(C(=CC=CC=CC(CC(C(=O)C(C(C(=CC(C(=O)CC(OC(=O)C3CCCCN3C(=O)C(=O)C1(O2)O)C(C)CC4CCC(C(C4)OC)OCCO)C)C)O)OC)C)C)C)OC. Cell line: DU-145. Synergy scores: CSS=44.4, Synergy_ZIP=3.85, Synergy_Bliss=3.91, Synergy_Loewe=8.40, Synergy_HSA=10.1.